Task: Predict the reactants needed to synthesize the given product.. Dataset: Full USPTO retrosynthesis dataset with 1.9M reactions from patents (1976-2016) (1) Given the product [C:20]1([C@H:19]2[C@H:15]([C:12]3[CH:11]=[CH:10][C:9]([OH:8])=[CH:14][CH:13]=3)[C:16](=[O:33])[NH:17][C:18]2=[O:32])[C:30]2=[C:31]3[C:26](=[CH:27][CH:28]=[CH:29]2)[CH2:25][CH2:24][CH2:23][N:22]3[CH:21]=1, predict the reactants needed to synthesize it. The reactants are: C([O:8][C:9]1[CH:14]=[CH:13][C:12]([C@H:15]2[C@H:19]([C:20]3[C:30]4=[C:31]5[C:26](=[CH:27][CH:28]=[CH:29]4)[CH2:25][CH2:24][CH2:23][N:22]5[CH:21]=3)[C:18](=[O:32])[NH:17][C:16]2=[O:33])=[CH:11][CH:10]=1)C1C=CC=CC=1.[H][H]. (2) Given the product [F:21][C:3]([F:2])([F:20])[C:4]1[CH:5]=[C:6]([CH:14]2[CH2:19][CH2:18][N:17]([C:38]([C:37]3[C:31]4[CH2:30][N:29]([C:27]([O:26][C:22]([CH3:25])([CH3:24])[CH3:23])=[O:28])[CH2:34][CH2:33][C:32]=4[NH:35][N:36]=3)=[O:39])[CH2:16][CH2:15]2)[CH:7]=[C:8]([C:10]([F:12])([F:13])[F:11])[CH:9]=1, predict the reactants needed to synthesize it. The reactants are: Cl.[F:2][C:3]([F:21])([F:20])[C:4]1[CH:5]=[C:6]([CH:14]2[CH2:19][CH2:18][NH:17][CH2:16][CH2:15]2)[CH:7]=[C:8]([C:10]([F:13])([F:12])[F:11])[CH:9]=1.[C:22]([O:26][C:27]([N:29]1[CH2:34][CH2:33][C:32]2[NH:35][N:36]=[C:37]([C:38](O)=[O:39])[C:31]=2[CH2:30]1)=[O:28])([CH3:25])([CH3:24])[CH3:23].C(N(C(C)C)CC)(C)C.CCN=C=NCCCN(C)C.C1C=CC2N(O)N=NC=2C=1. (3) Given the product [CH3:1][O:2][C:3]1[CH:4]=[C:5]([CH2:6][OH:7])[CH:9]=[CH:10][N:11]=1, predict the reactants needed to synthesize it. The reactants are: [CH3:1][O:2][C:3]1[CH:4]=[C:5]([CH:9]=[CH:10][N:11]=1)[C:6](O)=[O:7].CN1CCOCC1.ClC(OCC)=O.[BH4-].[Na+].